This data is from Forward reaction prediction with 1.9M reactions from USPTO patents (1976-2016). The task is: Predict the product of the given reaction. Given the reactants [Cl:1][C:2]1[CH:3]=[CH:4][C:5]2[O:9][C:8]([C:10]3[CH:11]=[C:12]([CH:18]=[CH:19][CH:20]=3)[C:13]([O:15]CC)=[O:14])=[CH:7][C:6]=2[CH:21]=1.[OH-].[Na+], predict the reaction product. The product is: [Cl:1][C:2]1[CH:3]=[CH:4][C:5]2[O:9][C:8]([C:10]3[CH:11]=[C:12]([CH:18]=[CH:19][CH:20]=3)[C:13]([OH:15])=[O:14])=[CH:7][C:6]=2[CH:21]=1.